Predict the product of the given reaction. From a dataset of Forward reaction prediction with 1.9M reactions from USPTO patents (1976-2016). Given the reactants [F:1][C:2]([F:7])([CH3:6])[C:3](O)=[O:4].CN(C(ON1N=NC2C=CC=CC1=2)=[N+](C)C)C.F[P-](F)(F)(F)(F)F.[Cl:32][C:33]1[CH:40]=[CH:39][C:36]([CH2:37][NH2:38])=[CH:35][C:34]=1[NH:41][C:42]1[N:46]([CH3:47])[C:45]2[CH:48]=[C:49]([N:53]3[CH2:58][CH2:57][CH:56]([C:59]([F:62])([F:61])[F:60])[CH2:55][CH2:54]3)[C:50]([Cl:52])=[CH:51][C:44]=2[N:43]=1, predict the reaction product. The product is: [Cl:32][C:33]1[CH:40]=[CH:39][C:36]([CH2:37][NH:38][C:3](=[O:4])[C:2]([F:7])([F:1])[CH3:6])=[CH:35][C:34]=1[NH:41][C:42]1[N:46]([CH3:47])[C:45]2[CH:48]=[C:49]([N:53]3[CH2:54][CH2:55][CH:56]([C:59]([F:61])([F:60])[F:62])[CH2:57][CH2:58]3)[C:50]([Cl:52])=[CH:51][C:44]=2[N:43]=1.